Dataset: Forward reaction prediction with 1.9M reactions from USPTO patents (1976-2016). Task: Predict the product of the given reaction. (1) Given the reactants [N:1]1([CH2:6][CH2:7][CH2:8][NH2:9])[CH:5]=[CH:4][N:3]=[CH:2]1.[CH3:10][C:11]1[CH:18]=[CH:17][C:14]([CH:15]=O)=[CH:13][CH:12]=1.C([O:21][C:22](=O)[C:23](=[O:34])[CH2:24][C:25]1[C:33]2[C:28](=[CH:29][CH:30]=[CH:31][CH:32]=2)[NH:27][CH:26]=1)C, predict the reaction product. The product is: [OH:34][C:23]1[C:22](=[O:21])[N:9]([CH2:8][CH2:7][CH2:6][N:1]2[CH:5]=[CH:4][N:3]=[CH:2]2)[CH:15]([C:14]2[CH:17]=[CH:18][C:11]([CH3:10])=[CH:12][CH:13]=2)[C:24]=1[C:25]1[C:33]2[C:28](=[CH:29][CH:30]=[CH:31][CH:32]=2)[NH:27][CH:26]=1. (2) Given the reactants [NH2:1][C:2]1[N:6]([C:7]2[C:15]([Cl:16])=[C:10]3[CH2:11][CH2:12][CH2:13][CH2:14][N:9]3[N:8]=2)[N:5]=[CH:4][C:3]=1[C:17]#[N:18].O.[C:20]1([CH3:30])[CH:25]=[CH:24][C:23](S(O)(=O)=O)=[CH:22][CH:21]=1.CC(C1CC1)=O.O, predict the reaction product. The product is: [Cl:16][C:15]1[C:7]([N:6]2[C:2]([NH:1][CH:24]([CH:23]3[CH2:22][CH2:21]3)[CH:25]3[CH2:20][CH2:30]3)=[C:3]([C:17]#[N:18])[CH:4]=[N:5]2)=[N:8][N:9]2[CH2:14][CH2:13][CH2:12][CH2:11][C:10]=12.